From a dataset of Serine/threonine kinase 33 screen with 319,792 compounds. Binary Classification. Given a drug SMILES string, predict its activity (active/inactive) in a high-throughput screening assay against a specified biological target. (1) The compound is S(CC(=O)NCC1OCCC1)c1sc(NC(=O)c2cc(OC)cc(OC)c2)nn1. The result is 0 (inactive). (2) The drug is S(c1n(Cc2occc2)c(nn1)c1sccc1)Cc1c(cccc1)C. The result is 0 (inactive). (3) The molecule is Clc1cc(n2nc(cc2Nc2ccc(Cl)cc2)C)ccc1. The result is 0 (inactive). (4) The drug is S(=O)(=O)(N1C(CCCC1)C)c1ccc(cc1)C(=O)Nc1oc(nn1)C. The result is 0 (inactive). (5) The compound is S(=O)(=O)(NCC1CCC(CC1)C(=O)NCCCN1CCCC1=O)c1ccc(cc1)C. The result is 0 (inactive). (6) The molecule is Brc1sc(S(=O)(=O)N2CCC(CC2)C(=O)N2CCCCC2)cc1. The result is 0 (inactive). (7) The compound is o1nc(cc1C(C)C)C(=O)NCc1occc1. The result is 0 (inactive). (8) The compound is S(=O)(=O)(Nc1ccc(n2c(nc3c(c2=O)cccc3)C)cc1)c1c(F)cc(F)cc1. The result is 0 (inactive).